From a dataset of Full USPTO retrosynthesis dataset with 1.9M reactions from patents (1976-2016). Predict the reactants needed to synthesize the given product. (1) The reactants are: [Br:1][C:2]1[CH:3]=[C:4]([S:12]([NH:15]C(C)(C)C)(=[O:14])=[O:13])[C:5]2[N:6]([CH:8]=[C:9]([CH3:11])[N:10]=2)[CH:7]=1. Given the product [Br:1][C:2]1[CH:3]=[C:4]([S:12]([NH2:15])(=[O:14])=[O:13])[C:5]2[N:6]([CH:8]=[C:9]([CH3:11])[N:10]=2)[CH:7]=1, predict the reactants needed to synthesize it. (2) The reactants are: [F:1][C:2]1[CH:7]=[CH:6][C:5]([F:8])=[CH:4][C:3]=1[C:9]1[CH2:13][N:12]([C:14]([N:16]([CH3:18])[CH3:17])=[O:15])[C:11]([CH2:25][OH:26])([C:19]2[CH:24]=[CH:23][CH:22]=[CH:21][CH:20]=2)[CH:10]=1.CC(OI1(OC(C)=O)(OC(C)=O)OC(=O)C2C=CC=CC1=2)=O. Given the product [F:1][C:2]1[CH:7]=[CH:6][C:5]([F:8])=[CH:4][C:3]=1[C:9]1[CH2:13][N:12]([C:14]([N:16]([CH3:18])[CH3:17])=[O:15])[C:11]([CH:25]=[O:26])([C:19]2[CH:24]=[CH:23][CH:22]=[CH:21][CH:20]=2)[CH:10]=1, predict the reactants needed to synthesize it. (3) The reactants are: [NH:1]1[CH2:4][CH:3]([S:5]([C:8]2[CH:28]=[CH:27][C:11]3[N:12]([CH2:20][CH2:21][O:22][C:23]([F:26])([F:25])[F:24])[C:13]([CH2:15][C:16]([CH3:19])([CH3:18])[CH3:17])=[N:14][C:10]=3[CH:9]=2)(=[O:7])=[O:6])[CH2:2]1.C[Si]([N:33]=[C:34]=[O:35])(C)C. Given the product [CH2:15]([C:13]1[N:12]([CH2:20][CH2:21][O:22][C:23]([F:24])([F:26])[F:25])[C:11]2[CH:27]=[CH:28][C:8]([S:5]([CH:3]3[CH2:2][N:1]([C:34]([NH2:33])=[O:35])[CH2:4]3)(=[O:7])=[O:6])=[CH:9][C:10]=2[N:14]=1)[C:16]([CH3:19])([CH3:18])[CH3:17], predict the reactants needed to synthesize it. (4) Given the product [F:36][C:32]1[CH:31]=[C:30]([NH:29][C:27]([NH:26][C:23]2[CH:22]=[CH:21][C:20]([CH2:19][C:12]3[C:13]4[C:14](=[N:15][CH:16]=[CH:17][CH:18]=4)[NH:10][CH:11]=3)=[CH:25][N:24]=2)=[O:28])[CH:35]=[CH:34][CH:33]=1, predict the reactants needed to synthesize it. The reactants are: C1(S([N:10]2[C:14]3=[N:15][CH:16]=[CH:17][CH:18]=[C:13]3[C:12]([CH2:19][C:20]3[CH:21]=[CH:22][C:23]([NH:26][C:27]([NH:29][C:30]4[CH:35]=[CH:34][CH:33]=[C:32]([F:36])[CH:31]=4)=[O:28])=[N:24][CH:25]=3)=[CH:11]2)(=O)=O)C=CC=CC=1.[F-].C([N+](CCCC)(CCCC)CCCC)CCC.O. (5) Given the product [ClH:23].[Cl:23][C:24]1[CH:25]=[CH:26][C:27]2[S:31][C:30]([S:32]([N:18]3[C:19]4[C:15](=[C:14]([N:11]5[CH2:10][CH2:9][NH:8][CH2:13][CH2:12]5)[CH:22]=[CH:21][CH:20]=4)[CH:16]=[CH:17]3)(=[O:34])=[O:33])=[C:29]([CH3:36])[C:28]=2[CH:37]=1, predict the reactants needed to synthesize it. The reactants are: C([N:8]1[CH2:13][CH2:12][N:11]([C:14]2[CH:22]=[CH:21][CH:20]=[C:19]3[C:15]=2[CH:16]=[CH:17][NH:18]3)[CH2:10][CH2:9]1)(OC(C)(C)C)=O.[Cl:23][C:24]1[CH:25]=[CH:26][C:27]2[S:31][C:30]([S:32](Cl)(=[O:34])=[O:33])=[C:29]([CH3:36])[C:28]=2[CH:37]=1. (6) Given the product [C:31]([O:35][C:36](=[O:37])[NH:9][CH2:8][C:7]1[CH:10]=[C:3]([F:2])[CH:4]=[CH:5][C:6]=1[O:11][C:12]1[CH:13]=[C:14]2[C:18](=[CH:19][CH:20]=1)[N:17]([CH3:21])[N:16]=[CH:15]2)([CH3:34])([CH3:33])[CH3:32], predict the reactants needed to synthesize it. The reactants are: Cl.[F:2][C:3]1[CH:4]=[CH:5][C:6]([O:11][C:12]2[CH:13]=[C:14]3[C:18](=[CH:19][CH:20]=2)[N:17]([CH3:21])[N:16]=[CH:15]3)=[C:7]([CH:10]=1)[CH2:8][NH2:9].C(N(C(C)C)CC)(C)C.[C:31]([O:35][C:36](O[C:36]([O:35][C:31]([CH3:34])([CH3:33])[CH3:32])=[O:37])=[O:37])([CH3:34])([CH3:33])[CH3:32]. (7) Given the product [F:32][C:29]1[CH:28]=[CH:27][C:26]([C:24]2[N:23]=[C:22]([NH2:33])[N:21]=[C:20]([NH:5][C:4]3[CH:6]=[CH:7][C:8]([O:9][C:10]4[CH:15]=[CH:14][N:13]=[C:12]5[NH:16][CH:17]=[CH:18][C:11]=45)=[C:2]([F:1])[CH:3]=3)[CH:25]=2)=[CH:31][CH:30]=1, predict the reactants needed to synthesize it. The reactants are: [F:1][C:2]1[CH:3]=[C:4]([CH:6]=[CH:7][C:8]=1[O:9][C:10]1[CH:15]=[CH:14][N:13]=[C:12]2[NH:16][CH:17]=[CH:18][C:11]=12)[NH2:5].Cl[C:20]1[CH:25]=[C:24]([C:26]2[CH:31]=[CH:30][C:29]([F:32])=[CH:28][CH:27]=2)[N:23]=[C:22]([NH2:33])[N:21]=1.Cl.C(=O)([O-])[O-].[Na+].[Na+]. (8) Given the product [CH2:1]([O:3][C:4](=[O:29])[CH2:5][N:6]1[CH:10]=[C:9]([C:11]2[NH:28][C:14]3[N:15]=[CH:16][N:17]=[C:18]([C:19]4[CH:24]=[CH:23][C:22]([CH2:25][NH:26][C:38](=[O:39])[C:37]5[CH:41]=[CH:42][C:34]([C:30]([CH3:32])([CH3:31])[CH3:33])=[CH:35][CH:36]=5)=[C:21]([F:27])[CH:20]=4)[C:13]=3[CH:12]=2)[CH:8]=[N:7]1)[CH3:2], predict the reactants needed to synthesize it. The reactants are: [CH2:1]([O:3][C:4](=[O:29])[CH2:5][N:6]1[CH:10]=[C:9]([C:11]2[NH:28][C:14]3[N:15]=[CH:16][N:17]=[C:18]([C:19]4[CH:24]=[CH:23][C:22]([CH2:25][NH2:26])=[C:21]([F:27])[CH:20]=4)[C:13]=3[CH:12]=2)[CH:8]=[N:7]1)[CH3:2].[C:30]([C:34]1[CH:42]=[CH:41][C:37]([C:38](O)=[O:39])=[CH:36][CH:35]=1)([CH3:33])([CH3:32])[CH3:31].CN(C(ON1N=NC2C=CC=NC1=2)=[N+](C)C)C.F[P-](F)(F)(F)(F)F.CCN(C(C)C)C(C)C. (9) Given the product [CH3:1][CH:2]1[CH2:6][CH2:5][CH2:4][N:3]1[CH:7]1[CH2:11][CH2:10][N:9]([C:12]2[CH:13]=[CH:14][C:15]([NH2:18])=[CH:16][CH:17]=2)[CH2:8]1, predict the reactants needed to synthesize it. The reactants are: [CH3:1][CH:2]1[CH2:6][CH2:5][CH2:4][N:3]1[CH:7]1[CH2:11][CH2:10][N:9]([C:12]2[CH:17]=[CH:16][C:15]([N+:18]([O-])=O)=[C:14](C)[CH:13]=2)[CH2:8]1.